Task: Predict the reactants needed to synthesize the given product.. Dataset: Retrosynthesis with 50K atom-mapped reactions and 10 reaction types from USPTO (1) Given the product CCCC(=O)NC1Cc2ccc(C3=NNC(=O)CC3)cc2C1, predict the reactants needed to synthesize it. The reactants are: CCCC(=O)Cl.NC1Cc2ccc(C3=NNC(=O)CC3)cc2C1. (2) Given the product NCCCNc1nc(Cl)cc2nccnc12, predict the reactants needed to synthesize it. The reactants are: Clc1cc2nccnc2c(Cl)n1.NCCCN. (3) Given the product NC(=O)CNC(C(=O)O)c1cccs1, predict the reactants needed to synthesize it. The reactants are: CC(C)(C)OC(=O)C(NCC(N)=O)c1cccs1. (4) The reactants are: CC(=O)N1CCC2(C1)CN(C(=O)Nc1ncc(SCCCN3C(=O)c4ccccc4C3=O)s1)c1ccc(Cl)cc12. Given the product CC(=O)N1CCC2(C1)CN(C(=O)Nc1ncc(SCCCN)s1)c1ccc(Cl)cc12, predict the reactants needed to synthesize it. (5) Given the product CCOC(=O)/C=C/c1ccc(O)c2ccsc12, predict the reactants needed to synthesize it. The reactants are: CCOC(=O)C=P(c1ccccc1)(c1ccccc1)c1ccccc1.O=Cc1ccc(O)c2ccsc12. (6) Given the product N[C@H]1CC[C@@H](OCC(=O)N2CCOCC2)c2ccccc21, predict the reactants needed to synthesize it. The reactants are: O=C(CO[C@@H]1CC[C@H](N2C(=O)c3ccccc3C2=O)c2ccccc21)N1CCOCC1. (7) Given the product Cc1onc(-c2ccccc2)c1-c1cn(-c2ccccn2)cn1, predict the reactants needed to synthesize it. The reactants are: Cc1onc(-c2ccccc2)c1-c1c[nH]cn1.Fc1ccccn1. (8) Given the product CC(C)(C)OC(=O)[C@@H](NC(=O)c1ccc(-c2ccc(F)c(F)c2)cc1N)C1CCCCC1, predict the reactants needed to synthesize it. The reactants are: CC(C)(C)OC(=O)[C@@H](NC(=O)c1ccc(-c2ccc(F)c(F)c2)cc1[N+](=O)[O-])C1CCCCC1. (9) Given the product O=C(O)C(F)(F)F, predict the reactants needed to synthesize it. The reactants are: CC(C)(C)OC(=O)N[C@H]1C[C@H](Oc2cc(F)ccc2[N+](=O)[O-])C1. (10) The reactants are: C1CNC1.CC(C)(C)OC(=O)Nc1cc(Cl)c(C(F)(F)F)cc1[N+](=O)[O-]. Given the product CC(C)(C)OC(=O)Nc1cc(N2CCC2)c(C(F)(F)F)cc1[N+](=O)[O-], predict the reactants needed to synthesize it.